This data is from Forward reaction prediction with 1.9M reactions from USPTO patents (1976-2016). The task is: Predict the product of the given reaction. (1) The product is: [C:42]([O:35][CH2:34][CH2:33][O:32][C:30]1[CH:29]=[CH:28][C:3]([C:4]([N:6]2[C:12]3[CH:13]=[CH:14][CH:15]=[CH:16][C:11]=3[CH2:10][N:9]([CH2:17][C:18]([NH:20][NH:21][CH2:22][CH:23]([CH3:24])[CH3:25])=[O:19])[C:8](=[O:27])[CH2:7]2)=[O:5])=[C:2]([Cl:1])[CH:31]=1)(=[O:44])[CH3:43]. Given the reactants [Cl:1][C:2]1[CH:31]=[C:30]([O:32][CH2:33][CH2:34][OH:35])[CH:29]=[CH:28][C:3]=1[C:4]([N:6]1[C:12]2[CH:13]=[CH:14][CH:15]=[CH:16][C:11]=2[CH2:10][N:9]([CH2:17][C:18]([NH:20][NH:21][C:22](=O)[CH:23]([CH3:25])[CH3:24])=[O:19])[C:8](=[O:27])[CH2:7]1)=[O:5].N1C=CC=CC=1.[C:42](Cl)(=[O:44])[CH3:43], predict the reaction product. (2) Given the reactants FC(F)(F)C1[NH:4][C:5]2[C:6]([N:27]=1)=[C:7]1[C:12](=[CH:13][CH:14]=2)[CH2:11][CH2:10][CH:9]([CH2:15][O:16]S(C2C=CC(C)=CC=2)(=O)=O)[O:8]1.[BH4-].[Li+], predict the reaction product. The product is: [NH2:4][C:5]1[C:6]([NH2:27])=[C:7]2[C:12]([CH2:11][CH2:10][CH:9]([CH2:15][OH:16])[O:8]2)=[CH:13][CH:14]=1. (3) Given the reactants Cl[C:2]1[N:3]=[C:4]([NH:21][CH2:22][C:23]([F:26])([F:25])[F:24])[C:5]2[CH:10]=[CH:9][N:8](S(C3C=CC(C)=CC=3)(=O)=O)[C:6]=2[N:7]=1.[NH2:27][C:28]1[CH:42]=[CH:41][C:31]([C:32]([N:34]2[CH2:39][CH2:38][N:37]([CH3:40])[CH2:36][CH2:35]2)=[O:33])=[CH:30][CH:29]=1.C1(P(C2CCCCC2)C2C=CC=CC=2C2C(C(C)C)=CC(C(C)C)=CC=2C(C)C)CCCCC1.C(=O)([O-])[O-].[K+].[K+], predict the reaction product. The product is: [CH3:40][N:37]1[CH2:36][CH2:35][N:34]([C:32]([C:31]2[CH:41]=[CH:42][C:28]([NH:27][C:2]3[NH:7][C:6]4=[N:8][CH:9]=[CH:10][C:5]4=[C:4]([NH:21][CH2:22][C:23]([F:24])([F:25])[F:26])[N:3]=3)=[CH:29][CH:30]=2)=[O:33])[CH2:39][CH2:38]1. (4) Given the reactants [CH:1]1[C:13]2[NH:12][C:11]3[C:6](=[CH:7][CH:8]=[CH:9][CH:10]=3)[C:5]=2[CH:4]=[CH:3][CH:2]=1.[H-].[Na+].CN(C)C=O.[CH3:21][O:22][C:23](=[O:32])[C:24]1[CH:29]=[CH:28][C:27]([CH2:30]Br)=[CH:26][CH:25]=1, predict the reaction product. The product is: [CH3:21][O:22][C:23](=[O:32])[C:24]1[CH:29]=[CH:28][C:27]([CH2:30][N:12]2[C:11]3[CH:10]=[CH:9][CH:8]=[CH:7][C:6]=3[C:5]3[C:13]2=[CH:1][CH:2]=[CH:3][CH:4]=3)=[CH:26][CH:25]=1.